Dataset: Reaction yield outcomes from USPTO patents with 853,638 reactions. Task: Predict the reaction yield, written as a fraction of the theoretical maximum amount of product (1.0 means a 100% yield; for example, 0.34 means a 34% yield). (1) The reactants are [F:1][C:2]1[CH:3]=[C:4]([CH2:8][C:9]([OH:11])=[O:10])[CH:5]=[CH:6][CH:7]=1.[N+:12]([O-])([O-:14])=[O:13].[NH4+].FC(F)(F)C(OC(=O)C(F)(F)F)=O.O. The catalyst is C(Cl)(Cl)Cl. The product is [F:1][C:2]1[CH:7]=[CH:6][C:5]([N+:12]([O-:14])=[O:13])=[C:4]([CH2:8][C:9]([OH:11])=[O:10])[CH:3]=1. The yield is 0.870. (2) The reactants are [Cl:1][C:2]1[N:7]=[N:6][C:5](/[N:8]=[C:9](/N(C)C)\[CH3:10])=[CH:4][CH:3]=1.Cl[CH2:15][C:16]([C:18]1[CH:23]=[CH:22][C:21]([Cl:24])=[CH:20][C:19]=1[F:25])=[O:17].[Cl-].[Na+].S([O-])([O-])(=O)=O.[Mg+2]. The catalyst is CC(=O)OCC.O.CN(C)C=O. The product is [Cl:24][C:21]1[CH:22]=[CH:23][C:18]([C:16]([C:15]2[N:6]3[N:7]=[C:2]([Cl:1])[CH:3]=[CH:4][C:5]3=[N:8][C:9]=2[CH3:10])=[O:17])=[C:19]([F:25])[CH:20]=1. The yield is 0.570. (3) The reactants are ClC(Cl)C(O)=O.N[C:8]1[N:9]([C:28]2[C:37]3[C:32](=[CH:33][CH:34]=[C:35]([O:38][CH3:39])[CH:36]=3)[C:31]([CH3:40])=[CH:30][CH:29]=2)[C:10]([S:13][CH2:14][C:15]([NH:17][C:18]2[CH:26]=[CH:25][C:21]([C:22]([OH:24])=[O:23])=[CH:20][C:19]=2[Cl:27])=[O:16])=[N:11][N:12]=1.N([O-])=O.[Na+].[Br:45]CBr. The catalyst is [Br-].C([N+](CC)(CC)CC)C1C=CC=CC=1. The product is [Br:45][C:8]1[N:9]([C:28]2[C:37]3[C:32](=[CH:33][CH:34]=[C:35]([O:38][CH3:39])[CH:36]=3)[C:31]([CH3:40])=[CH:30][CH:29]=2)[C:10]([S:13][CH2:14][C:15]([NH:17][C:18]2[CH:26]=[CH:25][C:21]([C:22]([OH:24])=[O:23])=[CH:20][C:19]=2[Cl:27])=[O:16])=[N:11][N:12]=1. The yield is 0.240. (4) The reactants are [CH3:1][N:2]1[CH2:7][C:6](=[O:8])[C:5]2[NH:9][CH:10]=[CH:11][C:4]=2[S:3]1(=[O:13])=[O:12].Cl[CH2:15][CH2:16][CH2:17][N:18]1[CH2:23][CH2:22][N:21]([C:24]2[CH:29]=[CH:28][C:27]([F:30])=[CH:26][CH:25]=2)[CH2:20][CH2:19]1.C(=O)([O-])[O-].[K+].[K+]. The catalyst is CC(=O)CC. The product is [F:30][C:27]1[CH:26]=[CH:25][C:24]([N:21]2[CH2:20][CH2:19][N:18]([CH2:17][CH2:16][CH2:15][N:9]3[C:5]4[C:6](=[O:8])[CH2:7][N:2]([CH3:1])[S:3](=[O:13])(=[O:12])[C:4]=4[CH:11]=[CH:10]3)[CH2:23][CH2:22]2)=[CH:29][CH:28]=1. The yield is 0.800.